This data is from Peptide-MHC class II binding affinity with 134,281 pairs from IEDB. The task is: Regression. Given a peptide amino acid sequence and an MHC pseudo amino acid sequence, predict their binding affinity value. This is MHC class II binding data. The peptide sequence is EKKYFAATQFEPLAP. The MHC is HLA-DQA10501-DQB10201 with pseudo-sequence HLA-DQA10501-DQB10201. The binding affinity (normalized) is 0.499.